From a dataset of Full USPTO retrosynthesis dataset with 1.9M reactions from patents (1976-2016). Predict the reactants needed to synthesize the given product. (1) The reactants are: C[C:2]([O:4][CH2:5][Cl:6])=[O:3].[CH2:7]([OH:11])[CH2:8][CH2:9][CH3:10]. Given the product [Cl:6][CH2:5][O:4][C:2](=[O:3])[O:11][CH2:7][CH2:8][CH2:9][CH3:10], predict the reactants needed to synthesize it. (2) Given the product [CH2:11]([O:10][C:8](=[O:9])[CH:7]([C:1]1[CH:6]=[CH:5][CH:4]=[CH:3][CH:2]=1)[CH3:14])[CH3:12], predict the reactants needed to synthesize it. The reactants are: [C:1]1([CH2:7][C:8]([O:10][CH2:11][CH3:12])=[O:9])[CH:6]=[CH:5][CH:4]=[CH:3][CH:2]=1.[Li+].[CH3:14]C([N-]C(C)C)C.CI.CN1C(=O)N(C)CCC1. (3) Given the product [CH3:24][C:21]1[CH:20]=[CH:19][C:18]([C:13]2[C:12]([C:10]([NH:9][C:6]3[CH:7]=[CH:8][C:3]([NH:2][CH2:26][CH2:25][C:27]4[CH:32]=[CH:31][CH:30]=[CH:29][N:28]=4)=[CH:4][CH:5]=3)=[O:11])=[CH:17][CH:16]=[CH:15][CH:14]=2)=[CH:23][CH:22]=1, predict the reactants needed to synthesize it. The reactants are: Cl.[NH2:2][C:3]1[CH:8]=[CH:7][C:6]([NH:9][C:10]([C:12]2[C:13]([C:18]3[CH:23]=[CH:22][C:21]([CH3:24])=[CH:20][CH:19]=3)=[CH:14][CH:15]=[CH:16][CH:17]=2)=[O:11])=[CH:5][CH:4]=1.[CH:25]([C:27]1[CH:32]=[CH:31][CH:30]=[CH:29][N:28]=1)=[CH2:26]. (4) The reactants are: [CH2:1]([C:3]1[CH2:4][CH:5]2[CH:8]([CH:9]=1)[C:7](=O)[CH2:6]2)[CH3:2].[C:11]([O:19][CH2:20][CH3:21])(=[O:18])[CH2:12][C:13]([O:15][CH2:16][CH3:17])=[O:14].N1C=CC=CC=1. Given the product [CH2:1]([C:3]1[CH2:4][CH:5]2[CH:8]([CH:9]=1)[C:7](=[C:12]([C:13]([O:15][CH2:16][CH3:17])=[O:14])[C:11]([O:19][CH2:20][CH3:21])=[O:18])[CH2:6]2)[CH3:2], predict the reactants needed to synthesize it. (5) Given the product [CH2:28]([O:27][C:25]([NH:1][C:2]1[C:3]([C:13]([O:15][CH2:16][CH3:17])=[O:14])=[N:4][C:5]2[C:10]([CH:11]=1)=[CH:9][CH:8]=[C:7]([Br:12])[CH:6]=2)=[O:26])[C:29]1[CH:34]=[CH:33][CH:32]=[CH:31][CH:30]=1, predict the reactants needed to synthesize it. The reactants are: [NH2:1][C:2]1[C:3]([C:13]([O:15][CH2:16][CH3:17])=[O:14])=[N:4][C:5]2[C:10]([CH:11]=1)=[CH:9][CH:8]=[C:7]([Br:12])[CH:6]=2.N1C=CC=CC=1.Cl[C:25]([O:27][CH2:28][C:29]1[CH:34]=[CH:33][CH:32]=[CH:31][CH:30]=1)=[O:26]. (6) Given the product [CH3:28][C@H:16]1[CH2:17][C@@H:18]([NH:20][C:21](=[O:27])[O:22][C:23]([CH3:26])([CH3:25])[CH3:24])[C:13]2[C:12](=[CH:11][CH:10]=[C:9]([N:7]3[CH:8]=[C:4]([CH3:3])[N:5]=[CH:6]3)[CH:14]=2)[NH:15]1, predict the reactants needed to synthesize it. The reactants are: [BH4-].[Na+].[CH3:3][C:4]1[N:5]=[CH:6][N:7]([C:9]2[CH:14]=[CH:13][C:12]([NH:15][CH:16]([CH3:28])[CH2:17][C:18]([NH:20][C:21](=[O:27])[O:22][C:23]([CH3:26])([CH3:25])[CH3:24])=O)=[CH:11][CH:10]=2)[CH:8]=1.O.O.O.O.O.O.[Cl-].[Mg+2].[Cl-].C(O)(=O)CC(CC(O)=O)(C(O)=O)O.Cl. (7) Given the product [ClH:20].[F:19]/[CH:18]=[C:7](\[C:1]1[CH:6]=[CH:5][CH:4]=[CH:3][CH:2]=1)/[CH2:8][NH:9][NH2:10], predict the reactants needed to synthesize it. The reactants are: [C:1]1(/[C:7](=[CH:18]\[F:19])/[CH2:8][N:9](C(OC(C)(C)C)=O)[NH2:10])[CH:6]=[CH:5][CH:4]=[CH:3][CH:2]=1.[ClH:20].O1CCOCC1.